Dataset: Forward reaction prediction with 1.9M reactions from USPTO patents (1976-2016). Task: Predict the product of the given reaction. (1) Given the reactants [H-].[Na+].CS(C)=O.Cl.[NH2:8][C:9]1[CH:14]=[CH:13][C:12]([OH:15])=[CH:11][C:10]=1[Cl:16].[CH2:17]([O:24][C:25]1[CH:34]=[C:33]2[C:28]([C:29](Cl)=[CH:30][CH:31]=[N:32]2)=[CH:27][C:26]=1[O:36][CH3:37])[C:18]1[CH:23]=[CH:22][CH:21]=[CH:20][CH:19]=1, predict the reaction product. The product is: [CH2:17]([O:24][C:25]1[CH:34]=[C:33]2[C:28]([C:29]([O:15][C:12]3[CH:13]=[CH:14][C:9]([NH2:8])=[C:10]([Cl:16])[CH:11]=3)=[CH:30][CH:31]=[N:32]2)=[CH:27][C:26]=1[O:36][CH3:37])[C:18]1[CH:19]=[CH:20][CH:21]=[CH:22][CH:23]=1. (2) Given the reactants [O-:1][Mn](=O)(=O)=O.[K+].[F:7][C:8]1[CH:13]=[CH:12][C:11]([CH3:14])=[CH:10][N:9]=1.[OH2:15], predict the reaction product. The product is: [F:7][C:8]1[CH:13]=[CH:12][C:11]([C:14]([OH:1])=[O:15])=[CH:10][N:9]=1. (3) The product is: [Br:1][C:2]1[CH:7]=[C:6]([F:8])[CH:5]=[CH:4][C:3]=1[CH:9]1[C:14]([C:15]([O:17][CH2:18][CH3:19])=[O:16])=[C:13]([CH2:20][N:21]2[CH2:26][CH2:25][O:24][C@@H:23]([CH2:27][O:28][C:34](=[O:38])[CH:35]([CH3:37])[CH3:36])[CH2:22]2)[NH:12][C:11]([C:29]2[N:33]=[CH:32][NH:31][N:30]=2)=[N:10]1. Given the reactants [Br:1][C:2]1[CH:7]=[C:6]([F:8])[CH:5]=[CH:4][C:3]=1[CH:9]1[C:14]([C:15]([O:17][CH2:18][CH3:19])=[O:16])=[C:13]([CH2:20][N:21]2[CH2:26][CH2:25][O:24][C@@H:23]([CH2:27][OH:28])[CH2:22]2)[NH:12][C:11]([C:29]2[N:33]=[CH:32][NH:31][N:30]=2)=[N:10]1.[C:34](O)(=[O:38])[CH:35]([CH3:37])[CH3:36], predict the reaction product. (4) Given the reactants [N:1]1([C:7]([C:9]2[CH:14]=[CH:13][C:12]([C:15]3[CH:16]=[CH:17][C:18]4[N:19]([C:21]([C:24]#[C:25][C:26]5[CH:27]=[CH:28][C:29]([NH:32]C(=O)OC(C)(C)C)=[N:30][CH:31]=5)=[CH:22][N:23]=4)[N:20]=3)=[CH:11][CH:10]=2)=[O:8])[CH2:6][CH2:5][O:4][CH2:3][CH2:2]1.FC(F)(F)C(O)=O, predict the reaction product. The product is: [NH2:32][C:29]1[N:30]=[CH:31][C:26]([C:25]#[C:24][C:21]2[N:19]3[N:20]=[C:15]([C:12]4[CH:11]=[CH:10][C:9]([C:7]([N:1]5[CH2:6][CH2:5][O:4][CH2:3][CH2:2]5)=[O:8])=[CH:14][CH:13]=4)[CH:16]=[CH:17][C:18]3=[N:23][CH:22]=2)=[CH:27][CH:28]=1. (5) Given the reactants [NH2:1][C@H:2]([C:23]1[CH:28]=[CH:27][CH:26]=[CH:25][CH:24]=1)[CH2:3][CH2:4][N:5]1[CH2:10][CH2:9][CH:8]([C:11]2[CH:12]=[C:13]([NH:17][C:18](=[O:22])[CH:19]([CH3:21])[CH3:20])[CH:14]=[CH:15][CH:16]=2)[CH2:7][CH2:6]1.[N+:29]([C:32]1[O:36][C:35]([C:37](Cl)=[O:38])=[CH:34][CH:33]=1)([O-:31])=[O:30], predict the reaction product. The product is: [C:18]([NH:17][C:13]1[CH:12]=[C:11]([CH:8]2[CH2:9][CH2:10][N:5]([CH2:4][CH2:3][C@H:2]([NH:1][C:37]([C:35]3[O:36][C:32]([N+:29]([O-:31])=[O:30])=[CH:33][CH:34]=3)=[O:38])[C:23]3[CH:24]=[CH:25][CH:26]=[CH:27][CH:28]=3)[CH2:6][CH2:7]2)[CH:16]=[CH:15][CH:14]=1)(=[O:22])[CH:19]([CH3:21])[CH3:20].